This data is from Full USPTO retrosynthesis dataset with 1.9M reactions from patents (1976-2016). The task is: Predict the reactants needed to synthesize the given product. Given the product [Br:26][C:14]1[CH:15]=[CH:16][CH:17]=[CH:18][C:13]=1[C:8]1[C:7]([C:1]2[CH:2]=[CH:3][CH:4]=[CH:5][CH:6]=2)=[CH:12][CH:11]=[CH:10][CH:9]=1, predict the reactants needed to synthesize it. The reactants are: [C:1]1([C:7]2[C:8]([C:13]3[CH:18]=[CH:17][CH:16]=[CH:15][CH:14]=3)=[CH:9][CH:10]=[CH:11][CH:12]=2)[CH:6]=[CH:5][CH:4]=[CH:3][CH:2]=1.C1C(=O)N([Br:26])C(=O)C1.